From a dataset of Forward reaction prediction with 1.9M reactions from USPTO patents (1976-2016). Predict the product of the given reaction. (1) Given the reactants [CH2:1]([C:3]1([CH2:8][CH2:9][CH2:10][CH2:11][CH2:12][CH:13]=O)[O:7][CH2:6][CH2:5][O:4]1)[CH3:2].[C:15]([S@:19]([NH2:21])=[O:20])([CH3:18])([CH3:17])[CH3:16], predict the reaction product. The product is: [CH2:1]([C:3]1([CH2:8][CH2:9][CH2:10][CH2:11][CH2:12]/[CH:13]=[N:21]/[S:19]([C:15]([CH3:18])([CH3:17])[CH3:16])=[O:20])[O:4][CH2:5][CH2:6][O:7]1)[CH3:2]. (2) Given the reactants Br[C:2]1[CH:11]=[CH:10][C:9]2[C:4](=[CH:5][CH:6]=[C:7]([O:12][CH3:13])[CH:8]=2)[CH:3]=1.[CH3:14][O:15][C:16]1[CH:21]=[CH:20][C:19]([Mg]Br)=[CH:18][CH:17]=1.C1COCC1, predict the reaction product. The product is: [CH3:13][O:12][C:7]1[CH:6]=[CH:5][C:4]2[C:9](=[CH:10][CH:11]=[C:2]([C:19]3[CH:20]=[CH:21][C:16]([O:15][CH3:14])=[CH:17][CH:18]=3)[CH:3]=2)[CH:8]=1. (3) Given the reactants [ClH:1].C(N(CC)CCNC(C1C=CC2C(=CC=C(I)C=2)C=1)=O)C.[CH2:23]([N:25]([CH2:41][CH3:42])[CH2:26][CH2:27][NH:28][C:29]([C:31]1[S:35][C:34]2[CH:36]=[CH:37][CH:38]=[C:39]([I:40])[C:33]=2[CH:32]=1)=[O:30])[CH3:24].[K+].[Br-], predict the reaction product. The product is: [ClH:1].[CH2:41]([N:25]([CH2:23][CH3:24])[CH2:26][CH2:27][NH:28][C:29]([C:31]1[S:35][C:34]2[CH:36]=[CH:37][CH:38]=[C:39]([I:40])[C:33]=2[CH:32]=1)=[O:30])[CH3:42]. (4) Given the reactants Br[C:2]1[CH:10]=[CH:9][C:5]([C:6]([NH2:8])=[O:7])=[CH:4][CH:3]=1.[O:11]1[C:15]2([CH2:20][CH2:19][C:18](=[O:21])[CH2:17][CH2:16]2)[O:14][CH2:13][CH2:12]1, predict the reaction product. The product is: [OH:21][C:18]1([C:2]2[CH:10]=[CH:9][C:5]([C:6]([NH2:8])=[O:7])=[CH:4][CH:3]=2)[CH2:19][CH2:20][C:15]2([O:11][CH2:12][CH2:13][O:14]2)[CH2:16][CH2:17]1. (5) Given the reactants [O:1]=[S:2]1(=[O:27])[C:6]2[CH:7]=[C:8]([S:11]([N:14]3[C:18]([C:19]4[CH:24]=[CH:23][CH:22]=[CH:21][CH:20]=4)=[CH:17][C:16]([CH:25]=O)=[CH:15]3)(=[O:13])=[O:12])[CH:9]=[CH:10][C:5]=2[CH2:4][CH2:3]1.CO.[CH3:30][NH2:31].[BH4-].[Na+], predict the reaction product. The product is: [O:1]=[S:2]1(=[O:27])[C:6]2[CH:7]=[C:8]([S:11]([N:14]3[C:18]([C:19]4[CH:24]=[CH:23][CH:22]=[CH:21][CH:20]=4)=[CH:17][C:16]([CH2:25][NH:31][CH3:30])=[CH:15]3)(=[O:13])=[O:12])[CH:9]=[CH:10][C:5]=2[CH2:4][CH2:3]1. (6) Given the reactants [CH3:1][O:2][C:3]1[CH:8]=[CH:7][C:6]([C:9]23[CH2:16][CH2:15][CH:12]([CH2:13][CH2:14]2)[N:11]([CH2:17][CH2:18][S:19]([NH2:22])(=[O:21])=[O:20])[C:10]3=O)=[CH:5][CH:4]=1.P(Cl)(Cl)(Cl)=O, predict the reaction product. The product is: [CH3:1][O:2][C:3]1[CH:8]=[CH:7][C:6]([C:9]23[CH2:16][CH2:15][CH:12]([N:11]4[CH2:17][CH2:18][S:19](=[O:21])(=[O:20])[N:22]=[C:10]42)[CH2:13][CH2:14]3)=[CH:5][CH:4]=1. (7) Given the reactants [F:1][C:2]1[CH:7]=[C:6]([F:8])[CH:5]=[CH:4][C:3]=1[OH:9].C1C=CC(P(C2C=CC=CC=2)C2C=CC=CC=2)=CC=1.O[CH:30]1[CH2:35][CH2:34][N:33]([C:36]([O:38][C:39]([CH3:42])([CH3:41])[CH3:40])=[O:37])[CH2:32][CH2:31]1.CCOC(/N=N/C(OCC)=O)=O, predict the reaction product. The product is: [F:1][C:2]1[CH:7]=[C:6]([F:8])[CH:5]=[CH:4][C:3]=1[O:9][CH:30]1[CH2:35][CH2:34][N:33]([C:36]([O:38][C:39]([CH3:42])([CH3:41])[CH3:40])=[O:37])[CH2:32][CH2:31]1. (8) Given the reactants Cl[C:2]1[CH:7]=[C:6]([C:8]2[CH:9]=[C:10]3[C:15](=[O:16])[NH:14][CH2:13][CH2:12][N:11]3[CH:17]=2)[CH:5]=[CH:4][N:3]=1.[NH2:18][C:19]1[CH:20]=[C:21](B(O)O)[CH:22]=[CH:23][C:24]=1[O:25][CH3:26].C(=O)([O-])[O-].[Cs+].[Cs+].O1CCOCC1.O, predict the reaction product. The product is: [NH2:18][C:19]1[CH:20]=[C:21]([C:2]2[CH:7]=[C:6]([C:8]3[CH:9]=[C:10]4[C:15](=[O:16])[NH:14][CH2:13][CH2:12][N:11]4[CH:17]=3)[CH:5]=[CH:4][N:3]=2)[CH:22]=[CH:23][C:24]=1[O:25][CH3:26].